This data is from Forward reaction prediction with 1.9M reactions from USPTO patents (1976-2016). The task is: Predict the product of the given reaction. (1) Given the reactants [C:1]([C:4]1[CH:5]=[C:6]([NH:10][CH:11](C2C=CC(OC)=C(OC)C=2)[C:12]([OH:14])=[O:13])[CH:7]=[CH:8][CH:9]=1)(=[O:3])[NH2:2].[Cl:25][C:26]1[CH:31]=[CH:30][C:29](B(O)O)=[CH:28][C:27]=1[O:35][CH3:36].NC1C=C(C=CC=1[F:47])C(N)=O.O.C(O)(=O)C=O, predict the reaction product. The product is: [C:1]([C:4]1[CH:9]=[CH:8][C:7]([F:47])=[C:6]([NH:10][CH:11]([C:29]2[CH:30]=[CH:31][C:26]([Cl:25])=[C:27]([O:35][CH3:36])[CH:28]=2)[C:12]([OH:14])=[O:13])[CH:5]=1)(=[O:3])[NH2:2]. (2) Given the reactants [CH2:1](Br)[CH:2]=[CH2:3].[NH2:5][C:6]1[N:11]=[C:10]([CH:12]2[CH2:17][CH2:16][CH2:15][N:14]([C:18]([O:20][C:21]([CH3:24])([CH3:23])[CH3:22])=[O:19])[CH2:13]2)[CH:9]=[C:8]([C:25]2[C:30]([OH:31])=[CH:29][CH:28]=[CH:27][C:26]=2[OH:32])[N:7]=1.C(=O)([O-])[O-].[K+].[K+], predict the reaction product. The product is: [NH2:5][C:6]1[N:11]=[C:10]([CH:12]2[CH2:17][CH2:16][CH2:15][N:14]([C:18]([O:20][C:21]([CH3:24])([CH3:22])[CH3:23])=[O:19])[CH2:13]2)[CH:9]=[C:8]([C:25]2[C:26]([OH:32])=[CH:27][CH:28]=[CH:29][C:30]=2[O:31][CH2:3][CH:2]=[CH2:1])[N:7]=1. (3) Given the reactants [NH2:1][C:2]1[C:6]2[CH:7]=[C:8]3[C:13](=[CH:14][C:5]=2[N:4](C(C2C=CC=CC=2)(C2C=CC=CC=2)C2C=CC=CC=2)[N:3]=1)[NH:12][C:11](=[O:15])[N:10]([C@@H:16]([C:18]1[CH:23]=[CH:22][CH:21]=[CH:20][CH:19]=1)[CH3:17])[C:9]3=[O:24].[C:44]([OH:50])([C:46]([F:49])([F:48])[F:47])=[O:45].[SiH](CC)(CC)CC, predict the reaction product. The product is: [F:47][C:46]([F:49])([F:48])[C:44]([OH:50])=[O:45].[NH2:1][C:2]1[C:6]2[CH:7]=[C:8]3[C:13](=[CH:14][C:5]=2[NH:4][N:3]=1)[NH:12][C:11](=[O:15])[N:10]([C@@H:16]([C:18]1[CH:19]=[CH:20][CH:21]=[CH:22][CH:23]=1)[CH3:17])[C:9]3=[O:24]. (4) Given the reactants [Br-].[CH3:2][C:3]1[C:12]2[C:7](=[CH:8][CH:9]=[CH:10][CH:11]=2)[N+:6]([CH2:13][C:14]([C:16]2[CH:21]=[CH:20][CH:19]=[CH:18][CH:17]=2)=[O:15])=[CH:5][CH:4]=1.[Cr](O[Cr]([O-])(=O)=O)([O-])(=O)=O.C(=O)(O)[O-].[Na+].[C:36](#[N:39])[CH:37]=[CH2:38], predict the reaction product. The product is: [C:14]([C:13]1[N:6]2[C:7]3[C:12]([C:3]([CH3:2])=[CH:4][C:5]2=[C:37]([C:36]#[N:39])[CH:38]=1)=[CH:11][CH:10]=[CH:9][CH:8]=3)(=[O:15])[C:16]1[CH:21]=[CH:20][CH:19]=[CH:18][CH:17]=1.